From a dataset of Reaction yield outcomes from USPTO patents with 853,638 reactions. Predict the reaction yield, written as a fraction of the theoretical maximum amount of product (1.0 means a 100% yield; for example, 0.34 means a 34% yield). (1) The reactants are C(=[N:14][CH:15]([CH:18]([C:20]1[CH:29]=[CH:28][CH:27]=[C:26]2[C:21]=1[CH:22]=[CH:23][CH:24]=[N:25]2)[CH3:19])[C:16]#[N:17])(C1C=CC=CC=1)C1C=CC=CC=1.Cl. The catalyst is O1CCOCC1. The product is [NH2:14][CH:15]([CH:18]([C:20]1[CH:29]=[CH:28][CH:27]=[C:26]2[C:21]=1[CH:22]=[CH:23][CH:24]=[N:25]2)[CH3:19])[C:16]#[N:17]. The yield is 0.770. (2) The reactants are [O:1]1[C:5]2([CH2:10][CH2:9][C:8](=O)[CH2:7][CH2:6]2)[O:4][CH2:3][CH2:2]1.[C:12]1([C@@H:18]([NH2:20])[CH3:19])[CH:17]=[CH:16][CH:15]=[CH:14][CH:13]=1.C(O[BH-](OC(=O)C)OC(=O)C)(=O)C.[Na+]. The catalyst is ClC(Cl)C. The product is [C:12]1([C@@H:18]([NH:20][CH:8]2[CH2:9][CH2:10][C:5]3([O:4][CH2:3][CH2:2][O:1]3)[CH2:6][CH2:7]2)[CH3:19])[CH:17]=[CH:16][CH:15]=[CH:14][CH:13]=1. The yield is 0.670. (3) The reactants are [C:1]1([C@@H:7]([NH:9][C:10]2[N:15]=[C:14]([N:16]3[C:20]4[CH:21]=[C:22]([NH2:25])[CH:23]=[CH:24][C:19]=4[N:18]=[CH:17]3)[CH:13]=[N:12][CH:11]=2)[CH3:8])[CH:6]=[CH:5][CH:4]=[CH:3][CH:2]=1.Cl.[C:27](Cl)(=[O:34])[C:28]1[CH:33]=[CH:32][N:31]=[CH:30][CH:29]=1. No catalyst specified. The product is [C:1]1([C@@H:7]([NH:9][C:10]2[N:15]=[C:14]([N:16]3[C:20]4[CH:21]=[C:22]([NH:25][C:27](=[O:34])[C:28]5[CH:33]=[CH:32][N:31]=[CH:30][CH:29]=5)[CH:23]=[CH:24][C:19]=4[N:18]=[CH:17]3)[CH:13]=[N:12][CH:11]=2)[CH3:8])[CH:6]=[CH:5][CH:4]=[CH:3][CH:2]=1. The yield is 0.230.